From a dataset of Full USPTO retrosynthesis dataset with 1.9M reactions from patents (1976-2016). Predict the reactants needed to synthesize the given product. (1) Given the product [C:22]1([C:7]2[S:6](=[O:28])(=[O:29])[N:5]([CH2:31][C:32]3[CH:37]=[CH:36][CH:35]=[CH:34][N:33]=3)[C:9](=[O:10])[C:8]=2[NH:11][CH2:12][CH2:13][CH2:14][CH2:15][C:16]2[CH:17]=[CH:18][CH:19]=[CH:20][CH:21]=2)[CH:27]=[CH:26][CH:25]=[CH:24][CH:23]=1, predict the reactants needed to synthesize it. The reactants are: C([N:5]1[C:9](=[O:10])[C:8]([NH:11][CH2:12][CH2:13][CH2:14][CH2:15][C:16]2[CH:21]=[CH:20][CH:19]=[CH:18][CH:17]=2)=[C:7]([C:22]2[CH:27]=[CH:26][CH:25]=[CH:24][CH:23]=2)[S:6]1(=[O:29])=[O:28])(C)(C)C.Br[CH2:31][C:32]1[CH:37]=[CH:36][CH:35]=[CH:34][N:33]=1. (2) Given the product [F:25][C:26]1[C:35]2[O:34][CH2:33][C:32]([N+:19]([O-:21])=[O:20])=[CH:31][C:30]=2[C:29]([C:36]([NH2:38])=[O:37])=[CH:28][CH:27]=1, predict the reactants needed to synthesize it. The reactants are: C1OCCOCCOCCOCCOCCOC1.[N:19]([O-:21])=[O:20].[K+].II.[F:25][C:26]1[C:35]2[O:34][CH2:33][CH:32]=[CH:31][C:30]=2[C:29]([C:36]([NH2:38])=[O:37])=[CH:28][CH:27]=1. (3) Given the product [C:12]([CH:10]1[CH2:11][N:8]([C:59](=[O:60])[CH:58]=[CH:57][C:52]2[CH:51]=[C:50]3[C:55](=[N:54][CH:53]=2)[NH:56][C:47](=[O:46])[CH2:48][CH2:49]3)[CH2:9]1)(=[O:14])[CH3:13], predict the reactants needed to synthesize it. The reactants are: OC(C(F)(F)F)=O.[NH:8]1[CH2:11][CH:10]([C:12](=[O:14])[CH3:13])[CH2:9]1.CCN=C=NCCCN(C)C.C1C=CC2N(O)N=NC=2C=1.C(N(C(C)C)CC)(C)C.Cl.[O:46]=[C:47]1[NH:56][C:55]2[N:54]=[CH:53][C:52](/[CH:57]=[CH:58]/[C:59](O)=[O:60])=[CH:51][C:50]=2[CH2:49][CH2:48]1.C(=O)([O-])[O-].[Na+].[Na+].